Dataset: Catalyst prediction with 721,799 reactions and 888 catalyst types from USPTO. Task: Predict which catalyst facilitates the given reaction. (1) Reactant: CCN(C(C)C)C(C)C.C1C=CC2N(O)N=NC=2C=1.[C:20]([NH:23][C@H:24]([C:27]([OH:29])=O)[CH2:25][OH:26])(=[O:22])[CH3:21].CCN=C=NCCCN(C)C.Cl.[Cl:42][C:43]1[S:64][C:46]2[NH:47][C:48]([C:50]([NH:52][C@@H:53]3[CH2:61][C:60]4[C:55](=[CH:56][CH:57]=[CH:58][CH:59]=4)[C@H:54]3[NH:62][CH3:63])=[O:51])=[CH:49][C:45]=2[CH:44]=1. Product: [C:20]([NH:23][C@H:24]([C:27]([N:62]([CH3:63])[C@@H:54]1[C:55]2[C:60](=[CH:59][CH:58]=[CH:57][CH:56]=2)[CH2:61][C@H:53]1[NH:52][C:50]([C:48]1[NH:47][C:46]2[S:64][C:43]([Cl:42])=[CH:44][C:45]=2[CH:49]=1)=[O:51])=[O:29])[CH2:25][OH:26])(=[O:22])[CH3:21]. The catalyst class is: 18. (2) Reactant: [Cl:1][C:2]1[CH:7]=[CH:6][CH:5]=[C:4]([F:8])[C:3]=1[C:9]1[NH:10][C:11](=[O:21])[N:12]([C:14]2[CH:19]=[CH:18][C:17](I)=[CH:16][CH:15]=2)[N:13]=1.[F:22][C:23]([F:35])([F:34])[O:24][C:25]1[CH:26]=[C:27](B(O)O)[CH:28]=[CH:29][CH:30]=1.C([O-])([O-])=O.[K+].[K+]. Product: [Cl:1][C:2]1[CH:7]=[CH:6][CH:5]=[C:4]([F:8])[C:3]=1[C:9]1[NH:10][C:11](=[O:21])[N:12]([C:14]2[CH:19]=[CH:18][C:17]([C:27]3[CH:28]=[CH:29][CH:30]=[C:25]([O:24][C:23]([F:22])([F:34])[F:35])[CH:26]=3)=[CH:16][CH:15]=2)[N:13]=1. The catalyst class is: 16. (3) Reactant: [Br:1][C:2]1[N:10]([CH2:11][C:12]2[CH:17]=[CH:16][CH:15]=[CH:14][C:13]=2[Cl:18])[C:9]2[C:8](=[O:19])[NH:7][C:6](=[O:20])[N:5]([CH3:21])[C:4]=2[N:3]=1.CN(C)C=O.[CH:27]1[CH:32]=[C:31]([CH2:33]Br)[C:30]([C:35]#[N:36])=[CH:29][CH:28]=1.C(=O)([O-])[O-].[K+].[K+]. Product: [Br:1][C:2]1[N:10]([CH2:11][C:12]2[CH:17]=[CH:16][CH:15]=[CH:14][C:13]=2[Cl:18])[C:9]2[C:8](=[O:19])[N:7]([CH2:33][C:31]3[CH:32]=[CH:27][CH:28]=[CH:29][C:30]=3[C:35]#[N:36])[C:6](=[O:20])[N:5]([CH3:21])[C:4]=2[N:3]=1. The catalyst class is: 84. (4) Reactant: Br[C:2]1[CH:3]=[CH:4][C:5]([O:13][CH2:14][C:15]2[CH:20]=[CH:19][C:18]([O:21][CH2:22][C:23]3[N:24]=[C:25]([C:29]4[CH:34]=[CH:33][CH:32]=[CH:31][CH:30]=4)[O:26][C:27]=3[CH3:28])=[CH:17][CH:16]=2)=[C:6]([CH2:8][C:9]([O:11][CH3:12])=[O:10])[CH:7]=1.[CH3:35][Sn](C)(C)C. Product: [CH3:35][C:2]1[CH:3]=[CH:4][C:5]([O:13][CH2:14][C:15]2[CH:16]=[CH:17][C:18]([O:21][CH2:22][C:23]3[N:24]=[C:25]([C:29]4[CH:30]=[CH:31][CH:32]=[CH:33][CH:34]=4)[O:26][C:27]=3[CH3:28])=[CH:19][CH:20]=2)=[C:6]([CH2:8][C:9]([O:11][CH3:12])=[O:10])[CH:7]=1. The catalyst class is: 206. (5) Reactant: [C:1]([C:5]1[CH:9]=[C:8]([NH:10][C:11]([NH:13][C:14]2[C:23]3[C:18](=[CH:19][CH:20]=[CH:21][CH:22]=3)[C:17]([O:24][C:25]3[CH:30]=[CH:29][N:28]=[C:27](Cl)[N:26]=3)=[CH:16][CH:15]=2)=[O:12])[N:7]([C:32]2[CH:37]=[CH:36][C:35]([CH3:38])=[CH:34][CH:33]=2)[N:6]=1)([CH3:4])([CH3:3])[CH3:2].[CH:39]1([S:42]([C:45]2[CH:46]=[C:47]([CH:49]=[C:50]([O:52][CH3:53])[CH:51]=2)[NH2:48])(=[O:44])=[O:43])[CH2:41][CH2:40]1.C([O-])(O)=O.[Na+]. Product: [C:1]([C:5]1[CH:9]=[C:8]([NH:10][C:11]([NH:13][C:14]2[C:23]3[C:18](=[CH:19][CH:20]=[CH:21][CH:22]=3)[C:17]([O:24][C:25]3[CH:30]=[CH:29][N:28]=[C:27]([NH:48][C:47]4[CH:49]=[C:50]([O:52][CH3:53])[CH:51]=[C:45]([S:42]([CH:39]5[CH2:40][CH2:41]5)(=[O:44])=[O:43])[CH:46]=4)[N:26]=3)=[CH:16][CH:15]=2)=[O:12])[N:7]([C:32]2[CH:37]=[CH:36][C:35]([CH3:38])=[CH:34][CH:33]=2)[N:6]=1)([CH3:4])([CH3:3])[CH3:2]. The catalyst class is: 3. (6) Reactant: Br[CH2:2][C:3]([C:5]1[CH:10]=[CH:9][C:8]([N:11]([CH3:13])[CH3:12])=[CH:7][CH:6]=1)=[O:4].C(=O)([O-])[O-].[K+].[K+].[Cl:20][C:21]1[CH:44]=[CH:43][C:24]([CH2:25][NH:26][C:27]([C:29]2[C:30](=[O:42])[C:31]3[CH:38]=[C:37]([CH2:39][NH:40][CH3:41])[S:36][C:32]=3[N:33]([CH3:35])[CH:34]=2)=[O:28])=[CH:23][CH:22]=1. Product: [Cl:20][C:21]1[CH:22]=[CH:23][C:24]([CH2:25][NH:26][C:27]([C:29]2[C:30](=[O:42])[C:31]3[CH:38]=[C:37]([CH2:39][N:40]([CH2:2][C:3]([C:5]4[CH:10]=[CH:9][C:8]([N:11]([CH3:13])[CH3:12])=[CH:7][CH:6]=4)=[O:4])[CH3:41])[S:36][C:32]=3[N:33]([CH3:35])[CH:34]=2)=[O:28])=[CH:43][CH:44]=1. The catalyst class is: 3. (7) Reactant: Cl.[Cl:2][C:3]1[CH:4]=[C:5]2[C:9](=[CH:10][CH:11]=1)[C@H:8]([NH2:12])[CH2:7][CH2:6]2.[CH:13](=[O:20])[C:14]1[CH:19]=[CH:18][CH:17]=[CH:16][CH:15]=1.[C:21]([OH:29])(=O)[C:22]1[CH:27]=[CH:26][CH:25]=[CH:24][CH:23]=1.C1(C2CCC([N+:42]#[C-:43])=CC2)C=CC=CC=1.C[OH:45]. Product: [C:43]([C@@H:21]([C:22]1[CH:27]=[CH:26][CH:25]=[CH:24][CH:23]=1)[N:12]([C@H:8]1[C:9]2[C:5](=[CH:4][C:3]([Cl:2])=[CH:11][CH:10]=2)[CH2:6][CH2:7]1)[C:13](=[O:20])[C:14]1[CH:19]=[CH:18][CH:17]=[CH:16][CH:15]=1)(=[O:45])[NH2:42].[C:43]([C@H:13]([C:14]1[CH:19]=[CH:18][CH:17]=[CH:16][CH:15]=1)[N:12]([C@H:8]1[C:9]2[C:5](=[CH:4][C:3]([Cl:2])=[CH:11][CH:10]=2)[CH2:6][CH2:7]1)[C:21](=[O:29])[C:22]1[CH:23]=[CH:24][CH:25]=[CH:26][CH:27]=1)(=[O:45])[NH2:42]. The catalyst class is: 66. (8) Reactant: [Li]CCCC.Br[C:7]1[CH:16]=[CH:15][C:14]2[C:9](=[CH:10][CH:11]=[C:12]([C:17]([CH3:19])=[CH2:18])[CH:13]=2)[CH:8]=1.[B:20](OC(C)C)([O:25]C(C)C)[O:21]C(C)C. Product: [C:17]([C:12]1[CH:13]=[C:14]2[C:9](=[CH:10][CH:11]=1)[CH:8]=[C:7]([B:20]([OH:25])[OH:21])[CH:16]=[CH:15]2)([CH3:19])=[CH2:18]. The catalyst class is: 182. (9) Reactant: C([O:4][CH2:5][C:6]([CH3:43])([CH3:42])[CH2:7][N:8]1[C:14]2[CH:15]=[CH:16][C:17]([Cl:19])=[CH:18][C:13]=2[C@@H:12]([C:20]2[CH:25]=[CH:24][CH:23]=[C:22]([O:26][CH3:27])[C:21]=2[O:28][CH3:29])[O:11][C@H:10]([CH2:30][CH2:31][N:32]2[CH:36]=[CH:35][C:34]([C:37]([O:39]C)=[O:38])=[N:33]2)[C:9]1=[O:41])(=O)C.[OH-].[Na+].C(O)C.Cl. Product: [Cl:19][C:17]1[CH:16]=[CH:15][C:14]2[N:8]([CH2:7][C:6]([CH3:42])([CH3:43])[CH2:5][OH:4])[C:9](=[O:41])[C@@H:10]([CH2:30][CH2:31][N:32]3[CH:36]=[CH:35][C:34]([C:37]([OH:39])=[O:38])=[N:33]3)[O:11][C@H:12]([C:20]3[CH:25]=[CH:24][CH:23]=[C:22]([O:26][CH3:27])[C:21]=3[O:28][CH3:29])[C:13]=2[CH:18]=1. The catalyst class is: 13.